Task: Predict the reaction yield, written as a fraction of the theoretical maximum amount of product (1.0 means a 100% yield; for example, 0.34 means a 34% yield).. Dataset: Reaction yield outcomes from USPTO patents with 853,638 reactions (1) The reactants are Br[C:2]1[CH:3]=[C:4]([B:9]2[O:16][C:15](=[O:17])[CH2:14][N:13]([CH3:18])[CH2:12][C:11](=[O:19])[O:10]2)[C:5]([F:8])=[N:6][CH:7]=1.[Cl-].[C:21]([O:25][C:26](=[O:29])[CH2:27][Zn+])([CH3:24])([CH3:23])[CH3:22].CCOCC. The catalyst is CC(P(C(C)(C)C)C1C=CC(N(C)C)=CC=1)(C)C.CC(P(C(C)(C)C)C1C=CC(N(C)C)=CC=1)(C)C.Cl[Pd]Cl.O1CCOCC1. The product is [F:8][C:5]1[N:6]=[CH:7][C:2]([CH2:27][C:26]([O:25][C:21]([CH3:24])([CH3:23])[CH3:22])=[O:29])=[CH:3][C:4]=1[B:9]1[O:16][C:15](=[O:17])[CH2:14][N:13]([CH3:18])[CH2:12][C:11](=[O:19])[O:10]1. The yield is 0.620. (2) The product is [CH3:10][O:9][C:6]1[CH:7]=[CH:8][C:3]([CH:1]=[O:2])=[C:4]([C:20]2[S:19][CH:23]=[CH:22][CH:21]=2)[CH:5]=1. The catalyst is O1CCOCC1.CCOC(C)=O.O.[Pd].C1(P(C2C=CC=CC=2)C2C=CC=CC=2)C=CC=CC=1.C1(P(C2C=CC=CC=2)C2C=CC=CC=2)C=CC=CC=1.C1(P(C2C=CC=CC=2)C2C=CC=CC=2)C=CC=CC=1.C1(P(C2C=CC=CC=2)C2C=CC=CC=2)C=CC=CC=1. The yield is 0.900. The reactants are [CH:1]([C:3]1[CH:8]=[CH:7][C:6]([O:9][CH3:10])=[CH:5][C:4]=1OS(C(F)(F)F)(=O)=O)=[O:2].[S:19]1[CH:23]=[CH:22][CH:21]=[C:20]1B(O)O.P([O-])([O-])([O-])=O.[K+].[K+].[K+]. (3) The reactants are [F:1][C:2]([F:23])([F:22])[C:3]1[CH:4]=[C:5]([C:9]2[N:10]=[CH:11][N:12]([CH2:14][O:15][CH2:16][CH2:17][Si:18]([CH3:21])([CH3:20])[CH3:19])[CH:13]=2)[CH:6]=[CH:7][CH:8]=1.C([Li])CCC.O1CCCC1.[C:34]([O:38][C:39]([N:41]1[CH2:46][CH2:45][C:44](=[O:47])[CH2:43][CH2:42]1)=[O:40])([CH3:37])([CH3:36])[CH3:35]. The catalyst is C(Cl)Cl. The product is [C:34]([O:38][C:39]([N:41]1[CH2:46][CH2:45][C:44]([OH:47])([C:11]2[N:12]([CH2:14][O:15][CH2:16][CH2:17][Si:18]([CH3:19])([CH3:20])[CH3:21])[CH:13]=[C:9]([C:5]3[CH:6]=[CH:7][CH:8]=[C:3]([C:2]([F:22])([F:1])[F:23])[CH:4]=3)[N:10]=2)[CH2:43][CH2:42]1)=[O:40])([CH3:37])([CH3:35])[CH3:36]. The yield is 0.793. (4) The reactants are [NH:1]1[CH:5]=[CH:4][CH:3]=[N:2]1.[H-].[Na+].Br[CH2:9][C:10]1[CH:19]=[CH:18][C:13]([C:14]([O:16][CH3:17])=[O:15])=[CH:12][CH:11]=1. The catalyst is CN(C=O)C. The product is [N:1]1([CH2:9][C:10]2[CH:19]=[CH:18][C:13]([C:14]([O:16][CH3:17])=[O:15])=[CH:12][CH:11]=2)[CH:5]=[CH:4][CH:3]=[N:2]1. The yield is 0.920.